From a dataset of Retrosynthesis with 50K atom-mapped reactions and 10 reaction types from USPTO. Predict the reactants needed to synthesize the given product. (1) Given the product COC(=O)COc1c(F)cccc1F, predict the reactants needed to synthesize it. The reactants are: COC(=O)CBr.Oc1c(F)cccc1F. (2) Given the product COC(=O)c1cc2[nH]c(=O)c3nnc(C4CCOCC4)n3c2cc1Br, predict the reactants needed to synthesize it. The reactants are: O=C(O)c1cc2[nH]c(=O)c3nnc(C4CCOCC4)n3c2cc1Br.O=C([O-])O. (3) Given the product C=CCCCCCCCCOC(=O)CCCCCCC/C=C\CCCCCCCC, predict the reactants needed to synthesize it. The reactants are: C=CCCCCCCCCO.CCCCCCCC/C=C\CCCCCCCC(=O)Cl. (4) Given the product COC(=O)c1cc(CN(CC(=O)OC(C)(C)C)C2CCc3c2ccc(C(=O)OC(C)(C)C)c3C)ncn1, predict the reactants needed to synthesize it. The reactants are: COC(=O)c1cc(CBr)ncn1.Cc1c(C(=O)OC(C)(C)C)ccc2c1CCC2NCC(=O)OC(C)(C)C. (5) Given the product Cc1ccc(OC(=O)CCCl)cc1, predict the reactants needed to synthesize it. The reactants are: Cc1ccc(O)cc1.O=C(Cl)CCCl. (6) Given the product O=Cc1cc(-c2ccccc2CCNS(=O)(=O)c2ccccc2)ccc1[N+](=O)[O-], predict the reactants needed to synthesize it. The reactants are: CC1(C)OB(c2ccc([N+](=O)[O-])c(C=O)c2)OC1(C)C.O=S(=O)(NCCc1ccccc1Br)c1ccccc1.